From a dataset of Full USPTO retrosynthesis dataset with 1.9M reactions from patents (1976-2016). Predict the reactants needed to synthesize the given product. Given the product [CH2:1]([C@@H:8]([C:9]([NH:33][C:31]1[CH:30]=[CH:29][CH:28]=[C:27]([C:22]2[CH:23]=[CH:24][CH:25]=[CH:26][C:21]=2[Cl:20])[N:32]=1)=[O:11])[CH2:12][C:13]([OH:15])=[O:14])[C:2]1[CH:3]=[CH:4][CH:5]=[CH:6][CH:7]=1.[Cl:20][C:21]1[CH:26]=[CH:25][CH:24]=[CH:23][C:22]=1[C:27]1[N:32]=[C:31]([NH2:33])[CH:30]=[CH:29][CH:28]=1, predict the reactants needed to synthesize it. The reactants are: [CH2:1]([C@H:8]([CH2:12][C:13]([O:15]C(C)(C)C)=[O:14])[C:9]([OH:11])=O)[C:2]1[CH:7]=[CH:6][CH:5]=[CH:4][CH:3]=1.[Cl:20][C:21]1[CH:26]=[CH:25][CH:24]=[CH:23][C:22]=1[C:27]1[N:32]=[C:31]([NH2:33])[CH:30]=[CH:29][CH:28]=1.